From a dataset of Forward reaction prediction with 1.9M reactions from USPTO patents (1976-2016). Predict the product of the given reaction. (1) Given the reactants Br[C:2]12[CH2:11][CH:6]3[CH2:7][CH:8]([CH2:10][CH:4]([CH2:5]3)[CH2:3]1)[CH2:9]2.C1COCC1.[C:17]1([Mg]Br)[CH:22]=[CH:21][CH:20]=[CH:19][CH:18]=1, predict the reaction product. The product is: [C:17]1([C:2]23[CH2:11][CH:6]4[CH2:7][CH:8]([CH2:10][CH:4]([CH2:5]4)[CH2:3]2)[CH2:9]3)[CH:22]=[CH:21][CH:20]=[CH:19][CH:18]=1. (2) Given the reactants FC(C1C=C(N[C:12](=[O:20])[O:13][C:14]2[CH:19]=[CH:18][CH:17]=[CH:16][CH:15]=2)C=CC=1)(F)C.[Cl:21][C:22]1[CH:23]=[C:24]([CH:26]=[C:27]([F:30])[C:28]=1[F:29])[NH2:25].FC(C1C=C(C=CC=1)N)(F)C, predict the reaction product. The product is: [Cl:21][C:22]1[CH:23]=[C:24]([NH:25][C:12](=[O:20])[O:13][C:14]2[CH:19]=[CH:18][CH:17]=[CH:16][CH:15]=2)[CH:26]=[C:27]([F:30])[C:28]=1[F:29]. (3) Given the reactants [H-].[Na+].Cl[C:4]1[C:9]([C:10]#[N:11])=[CH:8][N:7]=[CH:6][CH:5]=1.[CH2:12]([SH:14])[CH3:13].[Cl-].[Na+], predict the reaction product. The product is: [CH2:12]([S:14][C:4]1[C:9]([C:10]#[N:11])=[CH:8][N:7]=[CH:6][CH:5]=1)[CH3:13]. (4) Given the reactants [OH:1][CH:2]1[CH2:7][CH2:6][N:5]([C:8]([N:10]2[CH2:15][CH:14]([C:16]3[CH:21]=[CH:20][C:19]([O:22][C:23]([F:26])([F:25])[F:24])=[CH:18][CH:17]=3)[CH2:13][CH:12]([C:27](O)=[O:28])[CH2:11]2)=[O:9])[CH2:4][CH2:3]1.[Cl:30][C:31]1[CH:32]=[C:33]([C:37](=[N:39]O)[NH2:38])[CH:34]=[CH:35][CH:36]=1, predict the reaction product. The product is: [Cl:30][C:31]1[CH:32]=[C:33]([C:37]2[N:39]=[C:27]([CH:12]3[CH2:13][CH:14]([C:16]4[CH:21]=[CH:20][C:19]([O:22][C:23]([F:24])([F:25])[F:26])=[CH:18][CH:17]=4)[CH2:15][N:10]([C:8]([N:5]4[CH2:6][CH2:7][CH:2]([OH:1])[CH2:3][CH2:4]4)=[O:9])[CH2:11]3)[O:28][N:38]=2)[CH:34]=[CH:35][CH:36]=1. (5) Given the reactants [Cl:1][C:2]1[C:7]([O:8]C(=O)C)=[C:6]([F:12])[C:5]([CH:13]=[O:14])=[CH:4][CH:3]=1.[OH-].[Na+], predict the reaction product. The product is: [Cl:1][C:2]1[CH:3]=[CH:4][C:5]([CH:13]=[O:14])=[C:6]([F:12])[C:7]=1[OH:8]. (6) Given the reactants [NH2:1][C:2]1[CH:7]=[C:6]([CH3:8])[CH:5]=[CH:4][N:3]=1.[BrH:9].[NH+]1C=CC=CC=1.S([O-])([O-])=O.[Na+].[Na+], predict the reaction product. The product is: [NH2:1][C:2]1[CH:7]=[C:6]([CH3:8])[C:5]([Br:9])=[CH:4][N:3]=1.